Task: Regression. Given two drug SMILES strings and cell line genomic features, predict the synergy score measuring deviation from expected non-interaction effect.. Dataset: NCI-60 drug combinations with 297,098 pairs across 59 cell lines (1) Drug 1: CC1=C(C=C(C=C1)NC(=O)C2=CC=C(C=C2)CN3CCN(CC3)C)NC4=NC=CC(=N4)C5=CN=CC=C5. Drug 2: C1=CC=C(C=C1)NC(=O)CCCCCCC(=O)NO. Cell line: HT29. Synergy scores: CSS=7.02, Synergy_ZIP=7.24, Synergy_Bliss=11.8, Synergy_Loewe=-6.07, Synergy_HSA=-0.171. (2) Drug 1: C1CCN(CC1)CCOC2=CC=C(C=C2)C(=O)C3=C(SC4=C3C=CC(=C4)O)C5=CC=C(C=C5)O. Drug 2: C1CN(CCN1C(=O)CCBr)C(=O)CCBr. Cell line: EKVX. Synergy scores: CSS=9.12, Synergy_ZIP=-2.08, Synergy_Bliss=-0.103, Synergy_Loewe=-0.871, Synergy_HSA=-1.31. (3) Drug 1: CCCS(=O)(=O)NC1=C(C(=C(C=C1)F)C(=O)C2=CNC3=C2C=C(C=N3)C4=CC=C(C=C4)Cl)F. Drug 2: CCN(CC)CCNC(=O)C1=C(NC(=C1C)C=C2C3=C(C=CC(=C3)F)NC2=O)C. Cell line: UO-31. Synergy scores: CSS=12.0, Synergy_ZIP=-3.00, Synergy_Bliss=1.70, Synergy_Loewe=2.54, Synergy_HSA=2.55. (4) Cell line: TK-10. Synergy scores: CSS=39.4, Synergy_ZIP=-4.86, Synergy_Bliss=3.37, Synergy_Loewe=-3.70, Synergy_HSA=4.15. Drug 1: CS(=O)(=O)C1=CC(=C(C=C1)C(=O)NC2=CC(=C(C=C2)Cl)C3=CC=CC=N3)Cl. Drug 2: C1=NC2=C(N1)C(=S)N=C(N2)N. (5) Drug 1: COCCOC1=C(C=C2C(=C1)C(=NC=N2)NC3=CC=CC(=C3)C#C)OCCOC. Drug 2: CNC(=O)C1=NC=CC(=C1)OC2=CC=C(C=C2)NC(=O)NC3=CC(=C(C=C3)Cl)C(F)(F)F. Cell line: SW-620. Synergy scores: CSS=66.2, Synergy_ZIP=7.57, Synergy_Bliss=9.60, Synergy_Loewe=3.99, Synergy_HSA=9.45. (6) Drug 1: C(=O)(N)NO. Drug 2: C1CNP(=O)(OC1)N(CCCl)CCCl. Cell line: COLO 205. Synergy scores: CSS=22.2, Synergy_ZIP=-6.42, Synergy_Bliss=-3.22, Synergy_Loewe=-22.1, Synergy_HSA=-4.77. (7) Drug 1: CC1=C2C(C(=O)C3(C(CC4C(C3C(C(C2(C)C)(CC1OC(=O)C(C(C5=CC=CC=C5)NC(=O)C6=CC=CC=C6)O)O)OC(=O)C7=CC=CC=C7)(CO4)OC(=O)C)O)C)OC(=O)C. Drug 2: COCCOC1=C(C=C2C(=C1)C(=NC=N2)NC3=CC=CC(=C3)C#C)OCCOC.Cl. Cell line: SN12C. Synergy scores: CSS=51.3, Synergy_ZIP=11.8, Synergy_Bliss=13.7, Synergy_Loewe=11.9, Synergy_HSA=12.5.